From a dataset of Full USPTO retrosynthesis dataset with 1.9M reactions from patents (1976-2016). Predict the reactants needed to synthesize the given product. (1) Given the product [F:24][C:13]([F:12])([F:23])[C:14]1[C:22]2[CH2:21][CH2:20][CH2:19][CH2:18][C:17]=2[N:16]([C:2]2[CH:7]=[CH:6][C:5]([C:8](=[O:11])[CH2:9][CH3:10])=[CH:4][CH:3]=2)[N:15]=1, predict the reactants needed to synthesize it. The reactants are: Br[C:2]1[CH:7]=[CH:6][C:5]([C:8](=[O:11])[CH2:9][CH3:10])=[CH:4][CH:3]=1.[F:12][C:13]([F:24])([F:23])[C:14]1[C:22]2[CH2:21][CH2:20][CH2:19][CH2:18][C:17]=2[NH:16][N:15]=1. (2) Given the product [CH2:1]([O:8][C:9]1[CH:18]=[C:17]2[C:12]([C:13]([O:19][C:20]3[C:26]([CH3:27])=[CH:25][C:23]([NH:24][C:40]([NH:39][C:33]4[CH:34]=[CH:35][C:36]([F:38])=[CH:37][C:32]=4[F:31])=[O:41])=[C:22]([CH3:28])[CH:21]=3)=[CH:14][CH:15]=[N:16]2)=[CH:11][C:10]=1[O:29][CH3:30])[C:2]1[CH:3]=[CH:4][CH:5]=[CH:6][CH:7]=1, predict the reactants needed to synthesize it. The reactants are: [CH2:1]([O:8][C:9]1[CH:18]=[C:17]2[C:12]([C:13]([O:19][C:20]3[C:26]([CH3:27])=[CH:25][C:23]([NH2:24])=[C:22]([CH3:28])[CH:21]=3)=[CH:14][CH:15]=[N:16]2)=[CH:11][C:10]=1[O:29][CH3:30])[C:2]1[CH:7]=[CH:6][CH:5]=[CH:4][CH:3]=1.[F:31][C:32]1[CH:37]=[C:36]([F:38])[CH:35]=[CH:34][C:33]=1[N:39]=[C:40]=[O:41]. (3) Given the product [CH2:15]([C:19]1[CH:33]=[CH:32][C:22]([O:23][CH2:24][C:25]([OH:27])=[O:26])=[CH:21][CH:20]=1)[CH:16]([CH3:18])[CH3:17], predict the reactants needed to synthesize it. The reactants are: C(C1C=CC(OCC(O)=O)=CC=1)CC.[CH2:15]([C:19]1[CH:33]=[CH:32][C:22]([O:23][CH2:24][C:25]([O:27]C(C)(C)C)=[O:26])=[CH:21][CH:20]=1)[CH:16]([CH3:18])[CH3:17].